From a dataset of Reaction yield outcomes from USPTO patents with 853,638 reactions. Predict the reaction yield, written as a fraction of the theoretical maximum amount of product (1.0 means a 100% yield; for example, 0.34 means a 34% yield). (1) The reactants are [CH2:1]=[C:2]([CH:4]1[CH2:10][CH2:9][CH2:8][CH2:7][CH2:6][C:5]1=[O:11])[CH3:3].[CH2:12]([O:14][N:15]=[CH:16][CH3:17])[CH3:13].Cl[Sn](Cl)(Cl)Cl. The catalyst is ClCCCl. The product is [CH2:12]([O:14][N:15]1[CH:16]([CH3:17])[CH2:3][C:2]([CH3:1])=[CH:4][CH2:10][CH2:9][CH2:8][CH2:7][CH2:6][C:5]1=[O:11])[CH3:13]. The yield is 0.730. (2) The reactants are CC(OI1(OC(C)=O)(OC(C)=O)OC(=O)C2C=CC=CC1=2)=O.[CH3:23][S:24]([N:27]1[CH2:32][CH2:31][CH2:30][CH2:29][CH:28]1[CH2:33][OH:34])(=[O:26])=[O:25]. The catalyst is C(Cl)Cl. The product is [CH3:23][S:24]([N:27]1[CH2:32][CH2:31][CH2:30][CH2:29][CH:28]1[CH:33]=[O:34])(=[O:26])=[O:25]. The yield is 0.240. (3) The yield is 0.723. The catalyst is O1CCOCC1. The product is [F:1][C:2]1[C:7]([F:8])=[CH:6][CH:5]=[CH:4][C:3]=1[C@@H:9]([NH2:11])[CH3:10]. The reactants are [F:1][C:2]1[C:7]([F:8])=[CH:6][CH:5]=[CH:4][C:3]=1[C@@H:9]([NH:11][S@@](C(C)(C)C)=O)[CH3:10].Cl.